Dataset: Forward reaction prediction with 1.9M reactions from USPTO patents (1976-2016). Task: Predict the product of the given reaction. (1) Given the reactants [N:1]1([C:7]([O:9][C:10]([CH3:13])([CH3:12])[CH3:11])=[O:8])[CH2:6][CH2:5][NH:4][CH2:3][CH2:2]1.N1C=CC=CC=1.[Cl:20][C:21](Cl)([O:23]C(=O)OC(Cl)(Cl)Cl)Cl, predict the reaction product. The product is: [Cl:20][C:21]([N:4]1[CH2:5][CH2:6][N:1]([C:7]([O:9][C:10]([CH3:13])([CH3:12])[CH3:11])=[O:8])[CH2:2][CH2:3]1)=[O:23]. (2) Given the reactants CO.O1[CH2:8][CH2:7][O:6][CH2:5]C1.Cl.[Cl:10]C1[N:16]=[CH:15][N:14]=[C:13]([N:17]2[C:21](=[O:22])[C:20]([N:23]3[CH:27]=[CH:26][N:25]=[N:24]3)=[CH:19][NH:18]2)C=1, predict the reaction product. The product is: [ClH:10].[CH3:5][O:6][C:7]1[N:16]=[CH:15][N:14]=[C:13]([N:17]2[C:21](=[O:22])[C:20]([N:23]3[CH:27]=[CH:26][N:25]=[N:24]3)=[CH:19][NH:18]2)[CH:8]=1. (3) Given the reactants Br[C:2]1[CH:3]=[CH:4][C:5](=[O:18])[N:6]([CH2:8][CH2:9][C:10]#[C:11][C:12]2[CH:17]=[CH:16][CH:15]=[CH:14][N:13]=2)[CH:7]=1.[F:19][C:20]1[CH:25]=[CH:24][C:23](B(O)O)=[CH:22][CH:21]=1, predict the reaction product. The product is: [F:19][C:20]1[CH:25]=[CH:24][C:23]([C:2]2[CH:3]=[CH:4][C:5](=[O:18])[N:6]([CH2:8][CH2:9][C:10]#[C:11][C:12]3[CH:17]=[CH:16][CH:15]=[CH:14][N:13]=3)[CH:7]=2)=[CH:22][CH:21]=1. (4) The product is: [C:43]([O:47][C:48]([N:50]1[CH2:55][CH2:54][N:53]([C:56]2[CH:61]=[CH:60][C:59]([C:62](=[O:77])[NH:63][C:64]3[CH:69]=[C:68]([O:70][C:71]([F:74])([F:73])[F:72])[C:67]([C:22]4[CH:23]=[C:24]5[C:19](=[CH:20][CH:21]=4)[C:17]4[N:18]=[C:14]([C@@H:9]6[CH2:10][C@H:11]([CH3:13])[CH2:12][N:8]6[C:6](=[O:7])[C@@H:5]([NH:4][C:3]([O:2][CH3:1])=[O:42])[CH:36]6[CH2:41][CH2:40][O:39][CH2:38][CH2:37]6)[NH:15][C:16]=4[CH:26]=[CH:25]5)=[CH:66][C:65]=3[Cl:76])=[CH:58][N:57]=2)[C@H:52]([CH3:78])[CH2:51]1)=[O:49])([CH3:46])([CH3:45])[CH3:44]. Given the reactants [CH3:1][O:2][C:3](=[O:42])[NH:4][C@@H:5]([CH:36]1[CH2:41][CH2:40][O:39][CH2:38][CH2:37]1)[C:6]([N:8]1[CH2:12][C@@H:11]([CH3:13])[CH2:10][C@H:9]1[C:14]1[NH:15][C:16]2[CH:26]=[CH:25][C:24]3[C:19](=[CH:20][CH:21]=[C:22](B4OC(C)(C)C(C)(C)O4)[CH:23]=3)[C:17]=2[N:18]=1)=[O:7].[C:43]([O:47][C:48]([N:50]1[CH2:55][CH2:54][N:53]([C:56]2[CH:61]=[CH:60][C:59]([C:62](=[O:77])[NH:63][C:64]3[CH:69]=[C:68]([O:70][C:71]([F:74])([F:73])[F:72])[C:67](Br)=[CH:66][C:65]=3[Cl:76])=[CH:58][N:57]=2)[C@H:52]([CH3:78])[CH2:51]1)=[O:49])([CH3:46])([CH3:45])[CH3:44].O.C(=O)([O-])[O-].[K+].[K+], predict the reaction product. (5) Given the reactants [CH3:1][N:2]1[C:6]([NH:7][C:8]([C:21]2[CH:26]=[CH:25][CH:24]=[CH:23][CH:22]=2)([C:15]2[CH:20]=[CH:19][CH:18]=[CH:17][CH:16]=2)[C:9]2[CH:14]=[CH:13][CH:12]=[CH:11][CH:10]=2)=[C:5]([NH2:27])[CH:4]=[N:3]1.C(N(CC)CC)C.[CH3:35][CH2:36][O:37][C:38]1[C:42](=O)[C:40](=[O:41])[C:39]=1[O:44]CC.C(OCC)(=O)C, predict the reaction product. The product is: [CH2:36]([O:37][C:38]1[C:39](=[O:44])[C:40](=[O:41])[C:42]=1[NH:27][C:5]1[CH:4]=[N:3][N:2]([CH3:1])[C:6]=1[NH:7][C:8]([C:15]1[CH:16]=[CH:17][CH:18]=[CH:19][CH:20]=1)([C:9]1[CH:10]=[CH:11][CH:12]=[CH:13][CH:14]=1)[C:21]1[CH:26]=[CH:25][CH:24]=[CH:23][CH:22]=1)[CH3:35]. (6) Given the reactants Cl.[Cl:2][C:3]1[C:4]([CH3:43])=[C:5]([S:9]([NH:12][C:13]2[CH:18]=[CH:17][C:16]([F:19])=[C:15]([NH:20][C:21]3[C:26]([C:27]4[N:35]=[CH:34][N:33]=[C:32]5[C:28]=4[N:29]=[CH:30][N:31]5C4CCCCO4)=[CH:25][CH:24]=[CH:23][N:22]=3)[C:14]=2[F:42])(=[O:11])=[O:10])[CH:6]=[CH:7][CH:8]=1, predict the reaction product. The product is: [N:35]1[C:27]([C:26]2[C:21]([NH:20][C:15]3[C:14]([F:42])=[C:13]([NH:12][S:9]([C:5]4[CH:6]=[CH:7][CH:8]=[C:3]([Cl:2])[C:4]=4[CH3:43])(=[O:11])=[O:10])[CH:18]=[CH:17][C:16]=3[F:19])=[N:22][CH:23]=[CH:24][CH:25]=2)=[C:28]2[C:32]([NH:31][CH:30]=[N:29]2)=[N:33][CH:34]=1. (7) Given the reactants [CH2:1]([O:8][C:9]1[CH:10]=[CH:11][C:12]([S:20]([C:23]2[CH:28]=[CH:27][N:26]=[CH:25][C:24]=2[CH3:29])(=[O:22])=[O:21])=[C:13]2[C:18]=1[N+:17]([O-])=[CH:16][CH:15]=[CH:14]2)[C:2]1[CH:7]=[CH:6][CH:5]=[CH:4][CH:3]=1.C([O-])=[O:31].[NH4+], predict the reaction product. The product is: [CH2:1]([O:8][C:9]1[CH:10]=[CH:11][C:12]([S:20]([C:23]2[CH:28]=[CH:27][N:26]=[CH:25][C:24]=2[CH3:29])(=[O:22])=[O:21])=[C:13]2[C:18]=1[NH:17][C:16](=[O:31])[CH:15]=[CH:14]2)[C:2]1[CH:7]=[CH:6][CH:5]=[CH:4][CH:3]=1. (8) Given the reactants [CH:1]1([N:7]([CH:18]2[CH2:23][CH2:22][CH2:21][CH2:20][CH2:19]2)[C:8]([NH:10][C:11]2[S:12][C:13]([CH:16]=O)=[CH:14][N:15]=2)=[O:9])[CH2:6][CH2:5][CH2:4][CH2:3][CH2:2]1.Cl.C([O:32][C:33]([CH:35]1[O:40][CH2:39][CH2:38][NH:37][CH2:36]1)=[O:34])C1C=CC=CC=1, predict the reaction product. The product is: [CH:18]1([N:7]([CH:1]2[CH2:6][CH2:5][CH2:4][CH2:3][CH2:2]2)[C:8](=[O:9])[NH:10][C:11]2[S:12][C:13]([CH2:16][N:37]3[CH2:38][CH2:39][O:40][CH:35]([C:33]([OH:34])=[O:32])[CH2:36]3)=[CH:14][N:15]=2)[CH2:23][CH2:22][CH2:21][CH2:20][CH2:19]1. (9) Given the reactants [Si]([O:8][C@H:9]1[C@H:13]([F:14])[CH2:12][C@H:11]([CH2:15][C@H:16]2[C:21]([O:22][CH3:23])=N[C@H](C(C)C)C(OC)=[N:17]2)[CH2:10]1)(C(C)(C)C)(C)C.C([O-])([O-])=[O:30].[K+].[K+].[C:35]([O:45]N1C(=O)CCC1=O)([O:37][CH2:38][C:39]1[CH:44]=[CH:43][CH:42]=[CH:41][CH:40]=1)=O, predict the reaction product. The product is: [CH2:38]([O:37][C:35]([NH:17][C@@H:16]([CH2:15][C@@H:11]1[CH2:10][C@@H:9]([OH:8])[C@H:13]([F:14])[CH2:12]1)[C:21]([O:22][CH3:23])=[O:30])=[O:45])[C:39]1[CH:40]=[CH:41][CH:42]=[CH:43][CH:44]=1.